The task is: Predict the product of the given reaction.. This data is from Forward reaction prediction with 1.9M reactions from USPTO patents (1976-2016). (1) Given the reactants [OH:1][C:2]1[CH:3]=[C:4]2[C:9](=[CH:10][CH:11]=1)[CH2:8][CH:7]([C:12]([OH:14])=[O:13])[CH2:6][CH2:5]2.OS(O)(=O)=O.[CH3:20]O, predict the reaction product. The product is: [OH:1][C:2]1[CH:3]=[C:4]2[C:9](=[CH:10][CH:11]=1)[CH2:8][CH:7]([C:12]([O:14][CH3:20])=[O:13])[CH2:6][CH2:5]2. (2) Given the reactants [Si:1]([O:18][CH2:19][CH2:20][C:21]([NH2:23])=[NH:22])([C:14]([CH3:17])([CH3:16])[CH3:15])([C:8]1[CH:13]=[CH:12][CH:11]=[CH:10][CH:9]=1)[C:2]1[CH:7]=[CH:6][CH:5]=[CH:4][CH:3]=1.CN([CH:27]=[C:28]1[C:33](=[O:34])[CH2:32][CH2:31][CH2:30][C:29]1=O)C, predict the reaction product. The product is: [Si:1]([O:18][CH2:19][CH2:20][C:21]([NH2:23])=[NH:22])([C:14]([CH3:17])([CH3:15])[CH3:16])([C:8]1[CH:13]=[CH:12][CH:11]=[CH:10][CH:9]=1)[C:2]1[CH:3]=[CH:4][CH:5]=[CH:6][CH:7]=1.[Si:1]([O:18][CH2:19][CH2:20][C:21]1[N:23]=[CH:27][C:28]2[C:33](=[O:34])[CH2:32][CH2:31][CH2:30][C:29]=2[N:22]=1)([C:14]([CH3:17])([CH3:15])[CH3:16])([C:8]1[CH:13]=[CH:12][CH:11]=[CH:10][CH:9]=1)[C:2]1[CH:3]=[CH:4][CH:5]=[CH:6][CH:7]=1. (3) Given the reactants [C:1]([O:5][C:6]([N:8]1[CH2:13][CH2:12][N:11]([C:14]2[C:15]3[C:30]([O:31][CH3:32])=[CH:29][N:28]=[CH:27][C:16]=3[N:17]=[C:18]([C:20]3[CH:25]=[CH:24][N:23]=[C:22](Cl)[CH:21]=3)[N:19]=2)[CH2:10][CH2:9]1)=[O:7])([CH3:4])([CH3:3])[CH3:2].CC1(C)C2C(=C(P(C3C=CC=CC=3)C3C=CC=CC=3)C=CC=2)OC2C(P(C3C=CC=CC=3)C3C=CC=CC=3)=CC=CC1=2.CC([O-])(C)C.[Na+].[NH2:81][C:82]1[CH:87]=[CH:86][CH:85]=[CH:84][CH:83]=1, predict the reaction product. The product is: [C:1]([O:5][C:6]([N:8]1[CH2:13][CH2:12][N:11]([C:14]2[C:15]3[C:30]([O:31][CH3:32])=[CH:29][N:28]=[CH:27][C:16]=3[N:17]=[C:18]([C:20]3[CH:25]=[CH:24][N:23]=[C:22]([NH:81][C:82]4[CH:87]=[CH:86][CH:85]=[CH:84][CH:83]=4)[CH:21]=3)[N:19]=2)[CH2:10][CH2:9]1)=[O:7])([CH3:4])([CH3:3])[CH3:2].